This data is from Reaction yield outcomes from USPTO patents with 853,638 reactions. The task is: Predict the reaction yield, written as a fraction of the theoretical maximum amount of product (1.0 means a 100% yield; for example, 0.34 means a 34% yield). (1) The reactants are [CH3:1][O:2][C:3]1[CH:4]=[C:5]2[C:10](=[CH:11][C:12]=1[O:13][CH2:14][CH2:15][O:16][CH3:17])[N:9]=[CH:8][N:7]=[C:6]2[O:18][C:19]1[CH:20]=[C:21]([CH:23]=[CH:24][CH:25]=1)[NH2:22].[C:26]([C:28]([C:31]1[CH:32]=[C:33]([NH:37][C:38](=O)[O:39]C2C=CC=CC=2)[CH:34]=[CH:35][CH:36]=1)([CH3:30])[CH3:29])#[N:27]. The catalyst is C1COCC1.CN(C1C=CN=CC=1)C. The product is [C:26]([C:28]([C:31]1[CH:32]=[C:33]([NH:37][C:38]([NH:22][C:21]2[CH:23]=[CH:24][CH:25]=[C:19]([O:18][C:6]3[C:5]4[C:10](=[CH:11][C:12]([O:13][CH2:14][CH2:15][O:16][CH3:17])=[C:3]([O:2][CH3:1])[CH:4]=4)[N:9]=[CH:8][N:7]=3)[CH:20]=2)=[O:39])[CH:34]=[CH:35][CH:36]=1)([CH3:30])[CH3:29])#[N:27]. The yield is 0.550. (2) The catalyst is C(OCC)C. The reactants are [Br:1][C:2]1[CH:3]=[CH:4][C:5]2[C:11](=[O:12])[CH2:10][CH2:9][CH2:8][O:7][C:6]=2[CH:13]=1.[Br:14]Br. The product is [Br:14][CH:10]1[CH2:9][CH2:8][O:7][C:6]2[CH:13]=[C:2]([Br:1])[CH:3]=[CH:4][C:5]=2[C:11]1=[O:12]. The yield is 0.970. (3) The reactants are [C:8](O[C:8]([C:10]([F:13])([F:12])[F:11])=[O:9])([C:10]([F:13])([F:12])[F:11])=[O:9].[C:14]1([C@@H:20]([NH2:23])[CH2:21]C)[CH:19]=[CH:18][CH:17]=[CH:16][CH:15]=1.S(O)(C)(=O)=O.CC1(C)N([Br:37])C(=O)N(Br)C1=O. The catalyst is C(Cl)Cl. The product is [Br:37][C:17]1[CH:18]=[CH:19][C:14]([C@H:20]([NH:23][C:8](=[O:9])[C:10]([F:11])([F:12])[F:13])[CH3:21])=[CH:15][CH:16]=1. The yield is 0.440. (4) The reactants are [C:1]([C@@H:3]([N:11]([CH3:19])[C:12](=[O:18])[O:13][C:14]([CH3:17])([CH3:16])[CH3:15])[CH2:4][C@H:5]1[CH2:10][CH2:9][CH2:8][O:7][CH2:6]1)#[N:2].CO.C(Cl)Cl.[O-][Mn](=O)(=O)=O.[K+]. The catalyst is N.CO.[Ni]. The product is [NH2:2][CH2:1][C@@H:3]([N:11]([CH3:19])[C:12](=[O:18])[O:13][C:14]([CH3:15])([CH3:17])[CH3:16])[CH2:4][C@H:5]1[CH2:10][CH2:9][CH2:8][O:7][CH2:6]1. The yield is 0.920. (5) The reactants are C([O:3][C:4](=[O:27])[CH:5]([CH:11]([C:21]1[CH:26]=[CH:25][CH:24]=[CH:23][CH:22]=1)[C:12]1[C:16]2[CH:17]=[N:18][CH:19]=[CH:20][C:15]=2[NH:14][CH:13]=1)[C:6]([O:8]CC)=[O:7])C.[OH-].[Na+]. The catalyst is CCO. The product is [C:21]1([CH:11]([C:12]2[C:16]3[CH:17]=[N:18][CH:19]=[CH:20][C:15]=3[NH:14][CH:13]=2)[CH:5]([C:4]([OH:27])=[O:3])[C:6]([OH:8])=[O:7])[CH:26]=[CH:25][CH:24]=[CH:23][CH:22]=1. The yield is 0.520.